Dataset: Catalyst prediction with 721,799 reactions and 888 catalyst types from USPTO. Task: Predict which catalyst facilitates the given reaction. (1) Reactant: [CH3:1][C:2]1[C:3]([CH2:23][C:24]2[NH:28][C:27]3[CH:29]=[CH:30][C:31]([C:33]#[N:34])=[CH:32][C:26]=3[N:25]=2)=[C:4]2[C:8](=[C:9]([CH:11]=[CH2:12])[CH:10]=1)[N:7](S(C1C=CC(C)=CC=1)(=O)=O)[CH:6]=[CH:5]2.[OH-].[K+].C(N)CC(C)C. Product: [CH3:1][C:2]1[C:3]([CH2:23][C:24]2[NH:28][C:27]3[CH:29]=[CH:30][C:31]([C:33]#[N:34])=[CH:32][C:26]=3[N:25]=2)=[C:4]2[C:8](=[C:9]([CH:11]=[CH2:12])[CH:10]=1)[NH:7][CH:6]=[CH:5]2. The catalyst class is: 14. (2) Reactant: [C:1]1([C:39]2[CH:44]=[CH:43][CH:42]=[CH:41][CH:40]=2)[CH:6]=[CH:5][C:4]([C:7]2[C:37]([Cl:38])=[CH:36][C:10]3[N:11](COCC[Si](C)(C)C)[C:12]([O:14][C:15]4[CH:16]=[C:17]([S:21]([NH:24][C:25](=[O:27])[CH3:26])(=[O:23])=[O:22])[CH:18]=[CH:19][CH:20]=4)=[N:13][C:9]=3[CH:8]=2)=[CH:3][CH:2]=1.[F-].C([N+](CCCC)(CCCC)CCCC)CCC. Product: [C:25]([NH:24][S:21]([C:17]1[CH:18]=[CH:19][CH:20]=[C:15]([O:14][C:12]2[NH:11][C:10]3[CH:36]=[C:37]([Cl:38])[C:7]([C:4]4[CH:5]=[CH:6][C:1]([C:39]5[CH:44]=[CH:43][CH:42]=[CH:41][CH:40]=5)=[CH:2][CH:3]=4)=[CH:8][C:9]=3[N:13]=2)[CH:16]=1)(=[O:23])=[O:22])(=[O:27])[CH3:26]. The catalyst class is: 1. (3) Reactant: [CH2:1]([NH:8][S:9]([C:12]1[CH:17]=[CH:16][CH:15]=[CH:14][CH:13]=1)(=[O:11])=[O:10])[C:2]1[CH:7]=[CH:6][CH:5]=[CH:4][CH:3]=1.Br[CH2:19][C:20]([C:22]1[CH:27]=[CH:26][CH:25]=[CH:24][CH:23]=1)=[O:21].C(=O)([O-])[O-].[Cs+].[Cs+]. Product: [CH2:1]([N:8]([CH2:19][C:20](=[O:21])[C:22]1[CH:27]=[CH:26][CH:25]=[CH:24][CH:23]=1)[S:9]([C:12]1[CH:17]=[CH:16][CH:15]=[CH:14][CH:13]=1)(=[O:10])=[O:11])[C:2]1[CH:3]=[CH:4][CH:5]=[CH:6][CH:7]=1. The catalyst class is: 3. (4) Reactant: [CH2:1]([O:3][C:4](=[O:12])[C:5]1[CH:10]=[CH:9][C:8]([NH2:11])=[CH:7][CH:6]=1)[CH3:2].[CH:13]([C:15]1[CH:16]=[C:17]([CH:20]=[CH:21][CH:22]=1)[C:18]#[N:19])=O.O.[O-]S(C(F)(F)F)(=O)=O.[Yb+3].[O-]S(C(F)(F)F)(=O)=O.[O-]S(C(F)(F)F)(=O)=O.[CH2:49]=[C:50]([CH3:52])[CH3:51]. Product: [CH2:1]([O:3][C:4]([C:5]1[CH:10]=[C:9]2[C:8](=[CH:7][CH:6]=1)[NH:11][CH:13]([C:15]1[CH:22]=[CH:21][CH:20]=[C:17]([C:18]#[N:19])[CH:16]=1)[CH2:49][C:50]2([CH3:52])[CH3:51])=[O:12])[CH3:2]. The catalyst class is: 10.